Dataset: Catalyst prediction with 721,799 reactions and 888 catalyst types from USPTO. Task: Predict which catalyst facilitates the given reaction. (1) Reactant: [NH2:1][C:2]1[C:3]2[C:10]([C:11]([NH2:13])=[O:12])=[C:9]([S:14][CH3:15])[N:8]([CH2:16][O:17][CH2:18][CH2:19][OH:20])[C:4]=2[N:5]=[CH:6][N:7]=1.[S:21](Cl)(=[O:24])(=[O:23])[NH2:22].C(=O)([O-])[O-].[Ca+2]. Product: [NH2:1][C:2]1[C:3]2[C:10]([C:11](=[O:12])[NH2:13])=[C:9]([S:14][CH3:15])[N:8]([CH2:16][O:17][CH2:18][CH2:19][O:20][S:21](=[O:24])(=[O:23])[NH2:22])[C:4]=2[N:5]=[CH:6][N:7]=1. The catalyst class is: 3. (2) Reactant: [CH:1]([N:14]1[CH2:17][CH:16]([NH:18][CH2:19][C:20]2[CH:25]=[CH:24][CH:23]=[CH:22][CH:21]=2)[CH2:15]1)([C:8]1[CH:13]=[CH:12][CH:11]=[CH:10][CH:9]=1)[C:2]1[CH:7]=[CH:6][CH:5]=[CH:4][CH:3]=1.[C:26]([O:30][C:31](O[C:31]([O:30][C:26]([CH3:29])([CH3:28])[CH3:27])=[O:32])=[O:32])([CH3:29])([CH3:28])[CH3:27].C(=O)([O-])[O-].[Na+].[Na+]. Product: [C:26]([O:30][C:31](=[O:32])[N:18]([CH:16]1[CH2:15][N:14]([CH:1]([C:8]2[CH:13]=[CH:12][CH:11]=[CH:10][CH:9]=2)[C:2]2[CH:7]=[CH:6][CH:5]=[CH:4][CH:3]=2)[CH2:17]1)[CH2:19][C:20]1[CH:25]=[CH:24][CH:23]=[CH:22][CH:21]=1)([CH3:29])([CH3:28])[CH3:27]. The catalyst class is: 4. (3) Reactant: [NH2:1][CH2:2][C:3]1[N:12]=[C:11]([N:13]([C:15]2[CH:20]=[CH:19][C:18]([O:21][CH3:22])=[CH:17][CH:16]=2)[CH3:14])[C:10]2[C:5](=[CH:6][CH:7]=[C:8]([F:23])[CH:9]=2)[N:4]=1.[ClH:24]. Product: [ClH:24].[ClH:24].[NH2:1][CH2:2][C:3]1[N:12]=[C:11]([N:13]([C:15]2[CH:20]=[CH:19][C:18]([O:21][CH3:22])=[CH:17][CH:16]=2)[CH3:14])[C:10]2[C:5](=[CH:6][CH:7]=[C:8]([F:23])[CH:9]=2)[N:4]=1. The catalyst class is: 275. (4) Reactant: [Cl:1][C:2]1[C:7]([C:8]2[C:9](=[O:21])[N:10]([CH2:19][CH3:20])[C:11]3[C:16]([CH:17]=2)=[CH:15][N:14]=[C:13](Cl)[CH:12]=3)=[CH:6][C:5]([NH:22][C:23]([NH:25][C:26]2[CH:31]=[CH:30][CH:29]=[C:28]([C:32]#[N:33])[CH:27]=2)=[O:24])=[C:4]([F:34])[CH:3]=1.CC(C1C=C(C(C)C)C(C2C(P(C(C)(C)C)C(C)(C)C)=CC=CC=2)=C(C(C)C)C=1)C.C([O-])([O-])=O.[Cs+].[Cs+].[CH3:71][NH2:72]. Product: [Cl:1][C:2]1[C:7]([C:8]2[C:9](=[O:21])[N:10]([CH2:19][CH3:20])[C:11]3[C:16]([CH:17]=2)=[CH:15][N:14]=[C:13]([NH:72][CH3:71])[CH:12]=3)=[CH:6][C:5]([NH:22][C:23]([NH:25][C:26]2[CH:31]=[CH:30][CH:29]=[C:28]([C:32]#[N:33])[CH:27]=2)=[O:24])=[C:4]([F:34])[CH:3]=1. The catalyst class is: 62. (5) Reactant: [CH2:1]([C@@:4]12[C:17]3[C:12](=[CH:13][C:14]([O:18]C)=[CH:15][CH:16]=3)[CH2:11][CH2:10][C:9]1=[CH:8][C:7](=[O:20])[CH2:6][CH2:5]2)[CH:2]=[CH2:3].B(Br)(Br)Br.O.C(=O)(O)[O-].[Na+]. Product: [CH2:1]([C@@:4]12[C:17]3[C:12](=[CH:13][C:14]([OH:18])=[CH:15][CH:16]=3)[CH2:11][CH2:10][C:9]1=[CH:8][C:7](=[O:20])[CH2:6][CH2:5]2)[CH:2]=[CH2:3]. The catalyst class is: 2. (6) The catalyst class is: 2. Product: [Br:1][C:2]1[CH:7]=[C:6]([S:24]([CH2:12][CH3:13])(=[O:27])=[O:23])[CH:5]=[CH:4][C:3]=1[F:11]. Reactant: [Br:1][C:2]1[CH:7]=[C:6](SCC)[CH:5]=[CH:4][C:3]=1[F:11].[CH:12]1C=C(Cl)C=C(C(OO)=O)[CH:13]=1.[O-:23][S:24]([O-:27])(=S)=O.[Na+].[Na+].